From a dataset of NCI-60 drug combinations with 297,098 pairs across 59 cell lines. Regression. Given two drug SMILES strings and cell line genomic features, predict the synergy score measuring deviation from expected non-interaction effect. (1) Drug 1: CC1=C(N=C(N=C1N)C(CC(=O)N)NCC(C(=O)N)N)C(=O)NC(C(C2=CN=CN2)OC3C(C(C(C(O3)CO)O)O)OC4C(C(C(C(O4)CO)O)OC(=O)N)O)C(=O)NC(C)C(C(C)C(=O)NC(C(C)O)C(=O)NCCC5=NC(=CS5)C6=NC(=CS6)C(=O)NCCC[S+](C)C)O. Drug 2: B(C(CC(C)C)NC(=O)C(CC1=CC=CC=C1)NC(=O)C2=NC=CN=C2)(O)O. Cell line: 786-0. Synergy scores: CSS=66.0, Synergy_ZIP=2.47, Synergy_Bliss=2.49, Synergy_Loewe=1.06, Synergy_HSA=2.74. (2) Drug 1: C1CN1P(=S)(N2CC2)N3CC3. Drug 2: CC1=C(C(CCC1)(C)C)C=CC(=CC=CC(=CC(=O)O)C)C. Cell line: CCRF-CEM. Synergy scores: CSS=23.7, Synergy_ZIP=-5.40, Synergy_Bliss=-4.14, Synergy_Loewe=-22.5, Synergy_HSA=-3.59. (3) Drug 1: C1CCN(CC1)CCOC2=CC=C(C=C2)C(=O)C3=C(SC4=C3C=CC(=C4)O)C5=CC=C(C=C5)O. Drug 2: CCCS(=O)(=O)NC1=C(C(=C(C=C1)F)C(=O)C2=CNC3=C2C=C(C=N3)C4=CC=C(C=C4)Cl)F. Cell line: HL-60(TB). Synergy scores: CSS=11.6, Synergy_ZIP=6.73, Synergy_Bliss=0.921, Synergy_Loewe=-8.31, Synergy_HSA=-9.51. (4) Drug 1: CC1OCC2C(O1)C(C(C(O2)OC3C4COC(=O)C4C(C5=CC6=C(C=C35)OCO6)C7=CC(=C(C(=C7)OC)O)OC)O)O. Drug 2: CC1=C(C(=CC=C1)Cl)NC(=O)C2=CN=C(S2)NC3=CC(=NC(=N3)C)N4CCN(CC4)CCO. Cell line: SNB-19. Synergy scores: CSS=47.9, Synergy_ZIP=-0.687, Synergy_Bliss=-0.117, Synergy_Loewe=2.59, Synergy_HSA=3.41. (5) Drug 1: CN(C)N=NC1=C(NC=N1)C(=O)N. Drug 2: C1CC(C1)(C(=O)O)C(=O)O.[NH2-].[NH2-].[Pt+2]. Cell line: A549. Synergy scores: CSS=20.4, Synergy_ZIP=-4.20, Synergy_Bliss=-2.84, Synergy_Loewe=-13.0, Synergy_HSA=-2.98. (6) Drug 1: CN(C)C1=NC(=NC(=N1)N(C)C)N(C)C. Drug 2: CCCCC(=O)OCC(=O)C1(CC(C2=C(C1)C(=C3C(=C2O)C(=O)C4=C(C3=O)C=CC=C4OC)O)OC5CC(C(C(O5)C)O)NC(=O)C(F)(F)F)O. Cell line: HCT116. Synergy scores: CSS=2.42, Synergy_ZIP=-2.12, Synergy_Bliss=-1.56, Synergy_Loewe=-3.71, Synergy_HSA=-0.944. (7) Drug 1: CN(C)N=NC1=C(NC=N1)C(=O)N. Drug 2: N.N.Cl[Pt+2]Cl. Cell line: RXF 393. Synergy scores: CSS=-1.45, Synergy_ZIP=-1.07, Synergy_Bliss=-4.26, Synergy_Loewe=-4.39, Synergy_HSA=-4.08. (8) Drug 1: C1=NC2=C(N1)C(=S)N=C(N2)N. Drug 2: C1=NC2=C(N1)C(=S)N=CN2. Cell line: A498. Synergy scores: CSS=22.1, Synergy_ZIP=-5.94, Synergy_Bliss=-1.71, Synergy_Loewe=-2.57, Synergy_HSA=-1.57. (9) Drug 1: CC1=C(C=C(C=C1)NC2=NC=CC(=N2)N(C)C3=CC4=NN(C(=C4C=C3)C)C)S(=O)(=O)N.Cl. Drug 2: C1C(C(OC1N2C=NC3=C(N=C(N=C32)Cl)N)CO)O. Cell line: HCC-2998. Synergy scores: CSS=5.73, Synergy_ZIP=4.90, Synergy_Bliss=4.41, Synergy_Loewe=-17.0, Synergy_HSA=-6.57.